This data is from Catalyst prediction with 721,799 reactions and 888 catalyst types from USPTO. The task is: Predict which catalyst facilitates the given reaction. Reactant: [BH4-].[Na+].[CH:3]([C:6]1[C:14]2[C:9](=[CH:10][CH:11]=[C:12]([O:15][C:16]3[C:23]([C:24]([F:27])([F:26])[F:25])=[CH:22][C:19]([CH:20]=[O:21])=[CH:18][C:17]=3[C:28]([F:31])([F:30])[F:29])[CH:13]=2)[NH:8][CH:7]=1)([CH3:5])[CH3:4]. Product: [CH:3]([C:6]1[C:14]2[C:9](=[CH:10][CH:11]=[C:12]([O:15][C:16]3[C:23]([C:24]([F:25])([F:27])[F:26])=[CH:22][C:19]([CH2:20][OH:21])=[CH:18][C:17]=3[C:28]([F:31])([F:29])[F:30])[CH:13]=2)[NH:8][CH:7]=1)([CH3:5])[CH3:4]. The catalyst class is: 5.